This data is from NCI-60 drug combinations with 297,098 pairs across 59 cell lines. The task is: Regression. Given two drug SMILES strings and cell line genomic features, predict the synergy score measuring deviation from expected non-interaction effect. (1) Drug 1: C1=CC=C(C(=C1)C(C2=CC=C(C=C2)Cl)C(Cl)Cl)Cl. Drug 2: CC1=C(C(=O)C2=C(C1=O)N3CC4C(C3(C2COC(=O)N)OC)N4)N. Cell line: UACC-257. Synergy scores: CSS=16.4, Synergy_ZIP=3.42, Synergy_Bliss=2.49, Synergy_Loewe=-11.2, Synergy_HSA=3.61. (2) Synergy scores: CSS=2.37, Synergy_ZIP=1.93, Synergy_Bliss=3.07, Synergy_Loewe=1.12, Synergy_HSA=1.50. Cell line: SNB-19. Drug 1: CS(=O)(=O)C1=CC(=C(C=C1)C(=O)NC2=CC(=C(C=C2)Cl)C3=CC=CC=N3)Cl. Drug 2: COC1=C2C(=CC3=C1OC=C3)C=CC(=O)O2. (3) Drug 1: C1CCC(C1)C(CC#N)N2C=C(C=N2)C3=C4C=CNC4=NC=N3. Drug 2: C(=O)(N)NO. Cell line: SR. Synergy scores: CSS=45.0, Synergy_ZIP=-0.304, Synergy_Bliss=-5.95, Synergy_Loewe=-7.84, Synergy_HSA=-7.67. (4) Drug 1: C1=NC2=C(N1)C(=S)N=C(N2)N. Synergy scores: CSS=34.2, Synergy_ZIP=0.147, Synergy_Bliss=0.643, Synergy_Loewe=-4.39, Synergy_HSA=-2.19. Drug 2: CC1CCCC2(C(O2)CC(NC(=O)CC(C(C(=O)C(C1O)C)(C)C)O)C(=CC3=CSC(=N3)C)C)C. Cell line: RPMI-8226. (5) Drug 1: C1=NC2=C(N1)C(=S)N=C(N2)N. Drug 2: CCN(CC)CCCC(C)NC1=C2C=C(C=CC2=NC3=C1C=CC(=C3)Cl)OC. Cell line: ACHN. Synergy scores: CSS=60.8, Synergy_ZIP=-1.68, Synergy_Bliss=-0.546, Synergy_Loewe=-0.888, Synergy_HSA=2.13. (6) Drug 1: CC1CCC2CC(C(=CC=CC=CC(CC(C(=O)C(C(C(=CC(C(=O)CC(OC(=O)C3CCCCN3C(=O)C(=O)C1(O2)O)C(C)CC4CCC(C(C4)OC)O)C)C)O)OC)C)C)C)OC. Drug 2: N.N.Cl[Pt+2]Cl. Cell line: SK-MEL-28. Synergy scores: CSS=27.5, Synergy_ZIP=-4.81, Synergy_Bliss=1.13, Synergy_Loewe=-14.0, Synergy_HSA=4.22.